From a dataset of NCI-60 drug combinations with 297,098 pairs across 59 cell lines. Regression. Given two drug SMILES strings and cell line genomic features, predict the synergy score measuring deviation from expected non-interaction effect. (1) Drug 2: C1CNP(=O)(OC1)N(CCCl)CCCl. Cell line: RXF 393. Synergy scores: CSS=-1.17, Synergy_ZIP=1.26, Synergy_Bliss=1.26, Synergy_Loewe=-1.11, Synergy_HSA=-0.978. Drug 1: CN1C(=O)N2C=NC(=C2N=N1)C(=O)N. (2) Cell line: COLO 205. Drug 1: C1CCC(C1)C(CC#N)N2C=C(C=N2)C3=C4C=CNC4=NC=N3. Drug 2: C1CCN(CC1)CCOC2=CC=C(C=C2)C(=O)C3=C(SC4=C3C=CC(=C4)O)C5=CC=C(C=C5)O. Synergy scores: CSS=-3.16, Synergy_ZIP=9.80, Synergy_Bliss=11.9, Synergy_Loewe=2.90, Synergy_HSA=2.44.